From a dataset of Peptide-MHC class I binding affinity with 185,985 pairs from IEDB/IMGT. Regression. Given a peptide amino acid sequence and an MHC pseudo amino acid sequence, predict their binding affinity value. This is MHC class I binding data. (1) The peptide sequence is TLACFVLAA. The MHC is HLA-A02:01 with pseudo-sequence HLA-A02:01. The binding affinity (normalized) is 0.828. (2) The peptide sequence is VLTDFKTWL. The MHC is HLA-A02:01 with pseudo-sequence HLA-A02:01. The binding affinity (normalized) is 0.871. (3) The peptide sequence is RRRLTARGL. The MHC is Mamu-A07 with pseudo-sequence Mamu-A07. The binding affinity (normalized) is 0. (4) The MHC is HLA-B51:01 with pseudo-sequence HLA-B51:01. The binding affinity (normalized) is 0.0847. The peptide sequence is AMFIGHATA. (5) The peptide sequence is YLQSKGKDI. The MHC is HLA-B15:01 with pseudo-sequence HLA-B15:01. The binding affinity (normalized) is 0.0847. (6) The peptide sequence is ILFQKAFSM. The MHC is HLA-A02:01 with pseudo-sequence HLA-A02:01. The binding affinity (normalized) is 0.405. (7) The peptide sequence is TMSLVMAWR. The MHC is HLA-A33:01 with pseudo-sequence HLA-A33:01. The binding affinity (normalized) is 0.899.